The task is: Predict the product of the given reaction.. This data is from Forward reaction prediction with 1.9M reactions from USPTO patents (1976-2016). (1) Given the reactants [CH3:1][S:2](Cl)(=[O:4])=[O:3].[CH3:6][N:7]([CH3:15])[C:8]1[CH:13]=[CH:12][CH:11]=[C:10]([NH2:14])[CH:9]=1.[OH-].[Na+], predict the reaction product. The product is: [CH3:6][N:7]([CH3:15])[C:8]1[CH:9]=[C:10]([NH:14][S:2]([CH3:1])(=[O:4])=[O:3])[CH:11]=[CH:12][CH:13]=1. (2) Given the reactants CN(C)C(=O)C.Br[C:8]1[C:9]([NH:15][C:16]2[C:25]3[C:20](=[CH:21][CH:22]=[CH:23][CH:24]=3)[CH:19]=[CH:18][CH:17]=2)=[N:10][CH:11]=[C:12]([CH3:14])[CH:13]=1.C1CCN2C(=NCCC2)CC1, predict the reaction product. The product is: [CH3:14][C:12]1[CH:11]=[N:10][C:9]2[NH:15][C:16]3[C:25]4[CH:24]=[CH:23][CH:22]=[CH:21][C:20]=4[CH:19]=[CH:18][C:17]=3[C:8]=2[CH:13]=1. (3) The product is: [CH2:1]([CH:8]1[CH2:13][CH2:12][N:11]([CH2:17][CH2:16][CH:14]([OH:15])[C:18]2[CH:23]=[CH:22][CH:21]=[CH:20][CH:19]=2)[CH2:10][CH2:9]1)[C:2]1[CH:7]=[CH:6][CH:5]=[CH:4][CH:3]=1. Given the reactants [CH2:1]([CH:8]1[CH2:13][CH2:12][NH:11][CH2:10][CH2:9]1)[C:2]1[CH:7]=[CH:6][CH:5]=[CH:4][CH:3]=1.[CH:14]([CH:16]=[CH2:17])=[O:15].[C:18]1([Mg]Cl)[CH:23]=[CH:22][CH:21]=[CH:20][CH:19]=1.[OH-].[Na+], predict the reaction product. (4) Given the reactants [Cl:1][C:2]1[N:3]=[C:4]([N:9]2[CH2:13][CH2:12][CH2:11][CH2:10]2)[S:5][C:6]=1[CH:7]=O.[CH3:14][N:15]([CH3:35])[C:16]([C@@H:18]1[C@H:23]([NH:24][C:25]2[C:30]([Cl:31])=[CH:29][N:28]=[C:27]([NH2:32])[C:26]=2[NH2:33])[C@@H:22]2[CH2:34][C@H:19]1[CH:20]=[CH:21]2)=[O:17].C([O-])(=O)C.[NH4+], predict the reaction product. The product is: [CH3:14][N:15]([CH3:35])[C:16]([C@@H:18]1[C@H:23]([NH:24][C:25]2[C:30]([Cl:31])=[CH:29][N:28]=[C:27]3[NH:32][C:7]([C:6]4[S:5][C:4]([N:9]5[CH2:13][CH2:12][CH2:11][CH2:10]5)=[N:3][C:2]=4[Cl:1])=[N:33][C:26]=23)[C@@H:22]2[CH2:34][C@H:19]1[CH:20]=[CH:21]2)=[O:17]. (5) Given the reactants [C:1]([C:5]1([CH2:10][O:11][C:12]2[CH:17]=[CH:16][C:15]([C:18]([C:23]3[O:24][C:25]4[CH:31]=[CH:30][C:29]([C:32](O)=[O:33])=[CH:28][C:26]=4[CH:27]=3)([CH2:21][CH3:22])[CH2:19][CH3:20])=[CH:14][C:13]=2[CH3:35])[O:9][CH2:8][CH2:7][O:6]1)([CH3:4])([CH3:3])[CH3:2].C(Cl)CCl.Cl.C[O:42][C:43](=[O:46])[CH2:44][NH2:45], predict the reaction product. The product is: [C:1]([C:5]1([CH2:10][O:11][C:12]2[CH:17]=[CH:16][C:15]([C:18]([C:23]3[O:24][C:25]4[CH:31]=[CH:30][C:29]([C:32]([NH:45][CH2:44][C:43]([OH:46])=[O:42])=[O:33])=[CH:28][C:26]=4[CH:27]=3)([CH2:19][CH3:20])[CH2:21][CH3:22])=[CH:14][C:13]=2[CH3:35])[O:9][CH2:8][CH2:7][O:6]1)([CH3:4])([CH3:3])[CH3:2].